Dataset: TCR-epitope binding with 47,182 pairs between 192 epitopes and 23,139 TCRs. Task: Binary Classification. Given a T-cell receptor sequence (or CDR3 region) and an epitope sequence, predict whether binding occurs between them. (1) The epitope is IVTDFSVIK. The TCR CDR3 sequence is CASSSLSGSFAYNEQFF. Result: 1 (the TCR binds to the epitope). (2) The epitope is SSNVANYQK. The TCR CDR3 sequence is CASSVLTDNGYTF. Result: 0 (the TCR does not bind to the epitope).